Dataset: Reaction yield outcomes from USPTO patents with 853,638 reactions. Task: Predict the reaction yield, written as a fraction of the theoretical maximum amount of product (1.0 means a 100% yield; for example, 0.34 means a 34% yield). The reactants are [F:1][C:2]1[CH:3]=[C:4]([Mg]Br)[CH:5]=[CH:6][CH:7]=1.Br[C:11]1[CH:16]=[CH:15][C:14]([CH:17]([OH:22])[C:18]([F:21])([F:20])[F:19])=[CH:13][CH:12]=1.C(O)(C(F)(F)F)=O. The catalyst is C1COCC1.C1C=CC([P]([Pd]([P](C2C=CC=CC=2)(C2C=CC=CC=2)C2C=CC=CC=2)([P](C2C=CC=CC=2)(C2C=CC=CC=2)C2C=CC=CC=2)[P](C2C=CC=CC=2)(C2C=CC=CC=2)C2C=CC=CC=2)(C2C=CC=CC=2)C2C=CC=CC=2)=CC=1. The product is [F:19][C:18]([F:20])([F:21])[CH:17]([C:14]1[CH:15]=[CH:16][C:11]([C:4]2[CH:5]=[CH:6][CH:7]=[C:2]([F:1])[CH:3]=2)=[CH:12][CH:13]=1)[OH:22]. The yield is 0.940.